This data is from Full USPTO retrosynthesis dataset with 1.9M reactions from patents (1976-2016). The task is: Predict the reactants needed to synthesize the given product. Given the product [ClH:42].[C:1]([NH:4][C:5](=[CH:10][C:11]1[CH:16]=[CH:15][C:14]([C:17]#[N:18])=[CH:13][C:12]=1[O:19][CH2:20][C@H:21]([NH2:34])[CH2:22][CH2:23][C:24]([O:26][CH2:27][C:28]1[CH:33]=[CH:32][CH:31]=[CH:30][CH:29]=1)=[O:25])[C:6]([O:8][CH3:9])=[O:7])(=[O:3])[CH3:2], predict the reactants needed to synthesize it. The reactants are: [C:1]([NH:4][C:5](=[CH:10][C:11]1[CH:16]=[CH:15][C:14]([C:17]#[N:18])=[CH:13][C:12]=1[O:19][CH2:20][C@H:21]([NH:34]C(OC(C)(C)C)=O)[CH2:22][CH2:23][C:24]([O:26][CH2:27][C:28]1[CH:33]=[CH:32][CH:31]=[CH:30][CH:29]=1)=[O:25])[C:6]([O:8][CH3:9])=[O:7])(=[O:3])[CH3:2].[ClH:42].